Dataset: Forward reaction prediction with 1.9M reactions from USPTO patents (1976-2016). Task: Predict the product of the given reaction. Given the reactants [Cl:1][C:2]1[CH:3]=[C:4]([NH:13][CH:14]([CH3:18])[CH2:15][O:16][CH3:17])[C:5]([CH3:12])=[C:6]([CH:11]=1)[C:7]([O:9]C)=[O:8].[OH-].[Na+], predict the reaction product. The product is: [Cl:1][C:2]1[CH:3]=[C:4]([NH:13][CH:14]([CH3:18])[CH2:15][O:16][CH3:17])[C:5]([CH3:12])=[C:6]([CH:11]=1)[C:7]([OH:9])=[O:8].